Dataset: Reaction yield outcomes from USPTO patents with 853,638 reactions. Task: Predict the reaction yield, written as a fraction of the theoretical maximum amount of product (1.0 means a 100% yield; for example, 0.34 means a 34% yield). (1) The reactants are [CH3:1][C:2]1([CH3:20])[CH2:7][O:6][B:5]([C:8]2[CH:13]=[CH:12][C:11]([CH2:14][CH2:15][CH2:16][C:17](O)=O)=[CH:10][CH:9]=2)[O:4][CH2:3]1.BrC1C=CC(CCCC[C:32]([OH:34])=[O:33])=CC=1.CC1(C)COB(B2OCC(C)(C)CO2)OC1. No catalyst specified. The product is [CH3:1][C:2]1([CH3:20])[CH2:7][O:6][B:5]([C:8]2[CH:13]=[CH:12][C:11]([CH2:14][CH2:15][CH2:16][CH2:17][C:32]([OH:34])=[O:33])=[CH:10][CH:9]=2)[O:4][CH2:3]1. The yield is 0.710. (2) The reactants are [NH2:1][C@@H:2]([C@H:6]([OH:11])[C:7]([CH3:10])([CH3:9])[CH3:8])[C:3]([OH:5])=[O:4].C([O-])(O)=O.[Na+].[C:17](=O)([O-:38])[O:18][C:19]1C(C)=C(C2C=CC(C3C=CC=CC=3)=CC=2)C=CN=1.[C:40]1([C:46]2[CH:51]=[CH:50][C:49](C3C=CN(C([O-])=O)C(=O)C=3C)=[CH:48][CH:47]=2)[CH:45]=[CH:44][CH:43]=[CH:42][CH:41]=1. The catalyst is O.C1COCC1. The product is [OH:11][C@H:6]([C:7]([CH3:8])([CH3:10])[CH3:9])[C@H:2]([N:1]([C:49]1[CH:48]=[CH:47][C:46]([C:40]2[CH:41]=[CH:42][CH:43]=[CH:44][CH:45]=2)=[CH:51][CH:50]=1)[C:17]([O:18][CH3:19])=[O:38])[C:3]([OH:5])=[O:4]. The yield is 0.210. (3) The reactants are CO[C:3](=[O:24])[C:4]1[CH:9]=[CH:8][C:7]([O:10][CH2:11][C:12]2[C:13]([C:17]3[CH:22]=[CH:21][C:20]([Cl:23])=[CH:19][CH:18]=3)=[N:14][O:15][CH:16]=2)=[N:6][CH:5]=1.COC(=O)C1C=CC(OCC2C(C3C=CC=CC=3)=NOC=2C)=NC=1.[NH2:49][CH:50]([CH2:53][OH:54])[CH2:51][OH:52]. No catalyst specified. The product is [Cl:23][C:20]1[CH:19]=[CH:18][C:17]([C:13]2[C:12]([CH2:11][O:10][C:7]3[CH:8]=[CH:9][C:4]([C:3]([NH:49][CH:50]([CH2:53][OH:54])[CH2:51][OH:52])=[O:24])=[CH:5][N:6]=3)=[CH:16][O:15][N:14]=2)=[CH:22][CH:21]=1. The yield is 0.380. (4) The catalyst is CN(C=O)C. The yield is 0.720. The product is [CH2:31]([O:30][C:28]([C:27]1[N:6]2[CH:7]=[C:8]([C:15]3[CH:20]=[CH:19][C:18]([C:21]([F:24])([F:22])[F:23])=[CH:17][CH:16]=3)[CH:9]=[C:10]([C:11]([F:12])([F:13])[F:14])[C:5]2=[N:4][CH:3]=1)=[O:29])[CH3:32]. The reactants are CN(C)[CH:3]=[N:4][C:5]1[C:10]([C:11]([F:14])([F:13])[F:12])=[CH:9][C:8]([C:15]2[CH:20]=[CH:19][C:18]([C:21]([F:24])([F:23])[F:22])=[CH:17][CH:16]=2)=[CH:7][N:6]=1.Br[CH2:27][C:28]([O:30][CH2:31][CH3:32])=[O:29].CCN(C(C)C)C(C)C.C([O-])(O)=O.[Na+]. (5) The reactants are [C:1]([C:3]1[CH:8]=[CH:7][C:6]([C:9]2[C@@H:13]([CH3:14])[C@H:12]([CH2:15][C:16]([O:18]C)=[O:17])[N:11]([C:20]3[CH:25]=[CH:24][C:23]([O:26][CH:27]4[CH2:32][CH2:31][N:30]([C:33]5[CH:38]=[C:37]([O:39][CH2:40][CH3:41])[CH:36]=[CH:35][C:34]=5[F:42])[CH2:29][CH2:28]4)=[CH:22][CH:21]=3)[N:10]=2)=[CH:5][CH:4]=1)#[N:2].C(C[C@@H]1N(C2C=CC(OC3CCN(C4C=C(OCC)C=CC=4F)CC3)=CC=2)N=C(C2C=CC(C#N)=CC=2)[C@H]1C)#N.COC(C)=O.C(Cl)(C)=O. The catalyst is Cl.CO.C(Cl)Cl.CO.C(Cl)Cl. The product is [C:1]([C:3]1[CH:8]=[CH:7][C:6]([C:9]2[C@@H:13]([CH3:14])[C@H:12]([CH2:15][C:16]([OH:18])=[O:17])[N:11]([C:20]3[CH:21]=[CH:22][C:23]([O:26][CH:27]4[CH2:28][CH2:29][N:30]([C:33]5[CH:38]=[C:37]([O:39][CH2:40][CH3:41])[CH:36]=[CH:35][C:34]=5[F:42])[CH2:31][CH2:32]4)=[CH:24][CH:25]=3)[N:10]=2)=[CH:5][CH:4]=1)#[N:2]. The yield is 0.180.